Task: Regression. Given a peptide amino acid sequence and an MHC pseudo amino acid sequence, predict their binding affinity value. This is MHC class II binding data.. Dataset: Peptide-MHC class II binding affinity with 134,281 pairs from IEDB (1) The peptide sequence is LADKRPTAWFLPSIR. The MHC is DRB3_0101 with pseudo-sequence DRB3_0101. The binding affinity (normalized) is 0. (2) The peptide sequence is GLLSYVIGLLPQNMV. The MHC is DRB1_1101 with pseudo-sequence DRB1_1101. The binding affinity (normalized) is 0.538. (3) The peptide sequence is PGPNITATYGGKWLD. The MHC is DRB1_1201 with pseudo-sequence DRB1_1201. The binding affinity (normalized) is 0.0178. (4) The peptide sequence is AASGAATVAAGGYKV. The MHC is HLA-DQA10201-DQB10202 with pseudo-sequence HLA-DQA10201-DQB10202. The binding affinity (normalized) is 0.380. (5) The peptide sequence is QTNGPWMQVPLEVKR. The MHC is HLA-DQA10501-DQB10402 with pseudo-sequence HLA-DQA10501-DQB10402. The binding affinity (normalized) is 0.488. (6) The peptide sequence is AAFQAAHARFVAAAA. The MHC is HLA-DQA10501-DQB10301 with pseudo-sequence HLA-DQA10501-DQB10301. The binding affinity (normalized) is 0.592. (7) The peptide sequence is SLRTTTVSGKLIHEW. The MHC is DRB1_0701 with pseudo-sequence DRB1_0701. The binding affinity (normalized) is 0.485.